This data is from Full USPTO retrosynthesis dataset with 1.9M reactions from patents (1976-2016). The task is: Predict the reactants needed to synthesize the given product. (1) Given the product [C:1]([C:4]1[C:12]2[C:7](=[CH:8][N:9]=[CH:10][CH:11]=2)[N:6]([CH2:13][C:14]([OH:16])=[O:15])[N:5]=1)(=[O:3])[NH2:2], predict the reactants needed to synthesize it. The reactants are: [C:1]([C:4]1[C:12]2[C:7](=[CH:8][N:9]=[CH:10][CH:11]=2)[N:6]([CH2:13][C:14]([O:16]C(C)(C)C)=[O:15])[N:5]=1)(=[O:3])[NH2:2].C(O)(C(F)(F)F)=O. (2) Given the product [NH2:7][C@H:8]([C:30]1[CH:31]=[CH:32][C:33]([O:36][CH2:37][CH2:38][O:39][C:40]([CH3:43])([CH3:42])[CH3:41])=[CH:34][CH:35]=1)[C:9]([NH:10][C@H:11]([C:19]1[NH:23][C:22]2[CH:24]=[CH:25][C:26]([I:28])=[CH:27][C:21]=2[N:20]=1)[CH2:12][C:13]1[CH:14]=[CH:15][CH:16]=[CH:17][CH:18]=1)=[O:29], predict the reactants needed to synthesize it. The reactants are: C(OC(=O)[NH:7][C@H:8]([C:30]1[CH:35]=[CH:34][C:33]([O:36][CH2:37][CH2:38][O:39][C:40]([CH3:43])([CH3:42])[CH3:41])=[CH:32][CH:31]=1)[C:9](=[O:29])[NH:10][C@H:11]([C:19]1[NH:23][C:22]2[CH:24]=[CH:25][C:26]([I:28])=[CH:27][C:21]=2[N:20]=1)[CH2:12][C:13]1[CH:18]=[CH:17][CH:16]=[CH:15][CH:14]=1)(C)(C)C.Cl.O1CCOCC1. (3) Given the product [ClH:1].[Cl:1][C:2]1[CH:10]=[CH:9][CH:8]=[C:7]2[C:3]=1[CH2:4][N:5]([C:11]([O:13][C@H:14]1[CH2:31][N:30]3[C@H:16]([C:17](=[O:51])[NH:18][C@:19]4([C:42](=[O:50])[NH:43][S:44]([CH:47]5[CH2:48][CH2:49]5)(=[O:45])=[O:46])[CH2:41][C@H:20]4[CH:21]=[CH:22][CH2:23][O:24][CH2:25][CH2:26][CH2:27][C@H:28]([NH2:33])[C:29]3=[O:32])[CH2:15]1)=[O:12])[CH2:6]2, predict the reactants needed to synthesize it. The reactants are: [Cl:1][C:2]1[CH:10]=[CH:9][CH:8]=[C:7]2[C:3]=1[CH2:4][N:5]([C:11]([O:13][C@H:14]1[CH2:31][N:30]3[C@H:16]([C:17](=[O:51])[NH:18][C@:19]4([C:42](=[O:50])[NH:43][S:44]([CH:47]5[CH2:49][CH2:48]5)(=[O:46])=[O:45])[CH2:41][C@H:20]4[CH:21]=[CH:22][CH2:23][O:24][CH2:25][CH2:26][CH2:27][C@H:28]([NH:33]C(OC(C)(C)C)=O)[C:29]3=[O:32])[CH2:15]1)=[O:12])[CH2:6]2.Cl. (4) Given the product [C:26]([NH:29][C:30]1[N:35]=[C:34]([CH2:36][S:25][C:20]2[C:19]([C:17]([NH:16][C:11]3[CH:12]=[C:13]([CH3:15])[CH:14]=[C:9]([CH3:8])[CH:10]=3)=[O:18])=[CH:24][CH:23]=[CH:22][N:21]=2)[CH:33]=[CH:32][N:31]=1)(=[O:28])[CH3:27], predict the reactants needed to synthesize it. The reactants are: C(N(CC)CC)C.[CH3:8][C:9]1[CH:10]=[C:11]([NH:16][C:17]([C:19]2[C:20](=[S:25])[NH:21][CH:22]=[CH:23][CH:24]=2)=[O:18])[CH:12]=[C:13]([CH3:15])[CH:14]=1.[C:26]([NH:29][C:30]1[N:35]=[C:34]([CH2:36]Cl)[CH:33]=[CH:32][N:31]=1)(=[O:28])[CH3:27].C(OCC)(=O)C. (5) Given the product [F:25][CH:2]([F:1])[C:3]1[CH:8]=[CH:7][C:6]([F:9])=[CH:5][C:4]=1[C@H:10]1[CH2:14][CH2:13][CH2:12][N:11]1[C:15]1[CH:20]=[CH:19][N:18]2[N:21]=[CH:22][C:23]([NH:24][C:31]([N:33]3[CH2:34][CH:35]([OH:43])[CH2:37]3)=[O:32])=[C:17]2[N:16]=1, predict the reactants needed to synthesize it. The reactants are: [F:1][CH:2]([F:25])[C:3]1[CH:8]=[CH:7][C:6]([F:9])=[CH:5][C:4]=1[C@H:10]1[CH2:14][CH2:13][CH2:12][N:11]1[C:15]1[CH:20]=[CH:19][N:18]2[N:21]=[CH:22][C:23]([NH2:24])=[C:17]2[N:16]=1.C1N=CN([C:31]([N:33]2[CH:37]=N[CH:35]=[CH:34]2)=[O:32])C=1.Cl.N1CC([OH:43])C1.CCN(C(C)C)C(C)C. (6) Given the product [C:9]([C:8]1[CH:12]=[CH:13][C:5]([O:4][C:2]([CH3:1])([C:17]2[N:21]([CH3:22])[C:20]([C:23]3[CH:28]=[CH:27][CH:26]=[CH:25][C:24]=3[C:29]([F:31])([F:32])[F:30])=[N:19][N:18]=2)[CH3:3])=[C:6]([C:14]2[O:15][N:39]=[C:40]([C:41]([NH2:43])=[O:42])[N:16]=2)[CH:7]=1)(=[O:10])[NH2:11], predict the reactants needed to synthesize it. The reactants are: [CH3:1][C:2]([C:17]1[N:21]([CH3:22])[C:20]([C:23]2[CH:28]=[CH:27][CH:26]=[CH:25][C:24]=2[C:29]([F:32])([F:31])[F:30])=[N:19][N:18]=1)([O:4][C:5]1[CH:13]=[CH:12][C:8]([C:9]([NH2:11])=[O:10])=[CH:7][C:6]=1[C:14]([NH2:16])=[O:15])[CH3:3].O.C(=O)(O)[O-].[Na+].[NH3:39].[CH3:40][C:41]([N:43](C)C)=[O:42]. (7) Given the product [ClH:31].[CH3:9][N:10]([CH2:12][C:13]1[CH:18]=[CH:17][C:16]([S:19]([N:22]2[CH:26]=[CH:25][C:24](/[CH:27]=[CH:28]/[C:29]([NH:1][OH:2])=[O:30])=[CH:23]2)(=[O:21])=[O:20])=[CH:15][CH:14]=1)[CH3:11], predict the reactants needed to synthesize it. The reactants are: [NH2:1][OH:2].C1COCC1.Cl.[CH3:9][N:10]([CH2:12][C:13]1[CH:18]=[CH:17][C:16]([S:19]([N:22]2[CH:26]=[CH:25][C:24](/[CH:27]=[CH:28]/[C:29]([Cl:31])=[O:30])=[CH:23]2)(=[O:21])=[O:20])=[CH:15][CH:14]=1)[CH3:11].CC(C)=O.